Dataset: NCI-60 drug combinations with 297,098 pairs across 59 cell lines. Task: Regression. Given two drug SMILES strings and cell line genomic features, predict the synergy score measuring deviation from expected non-interaction effect. (1) Cell line: OVCAR-4. Synergy scores: CSS=17.1, Synergy_ZIP=-0.948, Synergy_Bliss=4.24, Synergy_Loewe=1.97, Synergy_HSA=2.01. Drug 1: CC1=C2C(C(=O)C3(C(CC4C(C3C(C(C2(C)C)(CC1OC(=O)C(C(C5=CC=CC=C5)NC(=O)OC(C)(C)C)O)O)OC(=O)C6=CC=CC=C6)(CO4)OC(=O)C)O)C)O. Drug 2: COCCOC1=C(C=C2C(=C1)C(=NC=N2)NC3=CC=CC(=C3)C#C)OCCOC.Cl. (2) Drug 1: CCC1=CC2CC(C3=C(CN(C2)C1)C4=CC=CC=C4N3)(C5=C(C=C6C(=C5)C78CCN9C7C(C=CC9)(C(C(C8N6C)(C(=O)OC)O)OC(=O)C)CC)OC)C(=O)OC.C(C(C(=O)O)O)(C(=O)O)O. Drug 2: CC=C1C(=O)NC(C(=O)OC2CC(=O)NC(C(=O)NC(CSSCCC=C2)C(=O)N1)C(C)C)C(C)C. Cell line: MDA-MB-231. Synergy scores: CSS=53.6, Synergy_ZIP=6.15, Synergy_Bliss=6.57, Synergy_Loewe=1.74, Synergy_HSA=8.41. (3) Cell line: DU-145. Synergy scores: CSS=4.26, Synergy_ZIP=11.3, Synergy_Bliss=7.33, Synergy_Loewe=7.84, Synergy_HSA=1.53. Drug 1: CCN(CC)CCNC(=O)C1=C(NC(=C1C)C=C2C3=C(C=CC(=C3)F)NC2=O)C. Drug 2: C1=CN(C=N1)CC(O)(P(=O)(O)O)P(=O)(O)O. (4) Synergy scores: CSS=26.6, Synergy_ZIP=0.651, Synergy_Bliss=1.07, Synergy_Loewe=-59.3, Synergy_HSA=0.535. Drug 2: CS(=O)(=O)OCCCCOS(=O)(=O)C. Drug 1: C1C(C(OC1N2C=NC3=C(N=C(N=C32)Cl)N)CO)O. Cell line: HT29.